This data is from Forward reaction prediction with 1.9M reactions from USPTO patents (1976-2016). The task is: Predict the product of the given reaction. Given the reactants [CH:1]1([C:5]2[C:14]([C:15](=O)[CH2:16][C:17](=O)[CH2:18][CH3:19])=[CH:13][C:8]([C:9]([O:11][CH3:12])=[O:10])=[C:7]([CH3:22])[CH:6]=2)[CH2:4][CH2:3][CH2:2]1.[NH2:23][NH2:24].O, predict the reaction product. The product is: [CH:1]1([C:5]2[C:14]([C:15]3[CH:16]=[C:17]([CH2:18][CH3:19])[NH:24][N:23]=3)=[CH:13][C:8]([C:9]([O:11][CH3:12])=[O:10])=[C:7]([CH3:22])[CH:6]=2)[CH2:4][CH2:3][CH2:2]1.